From a dataset of Catalyst prediction with 721,799 reactions and 888 catalyst types from USPTO. Predict which catalyst facilitates the given reaction. (1) Reactant: Cl[C:2]1[C:7]([Cl:8])=[CH:6][N:5]=[C:4]2[N:9]([CH2:18][O:19][CH2:20][CH2:21][Si:22]([CH3:25])([CH3:24])[CH3:23])[C:10]([C:12]3[CH:13]=[N:14][N:15]([CH3:17])[CH:16]=3)=[CH:11][C:3]=12.[Br:26][C:27]1[CH:28]=[N:29][NH:30][CH:31]=1.C(=O)([O-])[O-].[K+].[K+]. Product: [Br:26][C:27]1[CH:28]=[N:29][N:30]([C:2]2[C:7]([Cl:8])=[CH:6][N:5]=[C:4]3[N:9]([CH2:18][O:19][CH2:20][CH2:21][Si:22]([CH3:25])([CH3:24])[CH3:23])[C:10]([C:12]4[CH:13]=[N:14][N:15]([CH3:17])[CH:16]=4)=[CH:11][C:3]=23)[CH:31]=1. The catalyst class is: 60. (2) Reactant: [CH3:1][O:2][C:3]1[CH:4]=[C:5]2[CH2:14][CH:13]([CH2:15][CH:16]3[CH2:21][CH2:20][N:19]([CH2:22][C:23]4[CH:24]=[CH:25][CH:26]=[CH:27][CH:28]=4)[CH2:18][CH2:17]3)[C:11](=[O:12])[C:6]2=[CH:7][C:8]=1[O:9][CH3:10].[CH3:29][S:30]([OH:33])(=[O:32])=[O:31].C. Product: [CH3:1][O:2][C:3]1[CH:4]=[C:5]2[CH2:14][CH:13]([CH2:15][CH:16]3[CH2:17][CH2:18][N:19]([CH2:22][C:23]4[CH:28]=[CH:27][CH:26]=[CH:25][CH:24]=4)[CH2:20][CH2:21]3)[C:11](=[O:12])[C:6]2=[CH:7][C:8]=1[O:9][CH3:10].[CH3:29][S:30]([O-:33])(=[O:32])=[O:31]. The catalyst class is: 41.